Dataset: Catalyst prediction with 721,799 reactions and 888 catalyst types from USPTO. Task: Predict which catalyst facilitates the given reaction. (1) Reactant: [CH3:1][C:2](O)([CH2:4][CH2:5][CH2:6][C:7]1[CH:12]=[CH:11][C:10]([CH3:13])=[CH:9][CH:8]=1)[CH3:3].S(=O)(=O)(O)O. Product: [CH3:1][C:2]1([CH3:3])[C:12]2[C:7](=[CH:8][CH:9]=[C:10]([CH3:13])[CH:11]=2)[CH2:6][CH2:5][CH2:4]1. The catalyst class is: 27. (2) Reactant: [Br:1][C:2]1[CH:7]=[CH:6][C:5]([CH:8]2[CH2:12][CH2:11][CH2:10][N:9]2C(OC(C)(C)C)=O)=[CH:4][CH:3]=1.[ClH:20]. Product: [ClH:20].[Br:1][C:2]1[CH:3]=[CH:4][C:5]([CH:8]2[CH2:12][CH2:11][CH2:10][NH:9]2)=[CH:6][CH:7]=1. The catalyst class is: 5. (3) Reactant: [C:1]([O:8][CH2:9][CH3:10])(=[O:7])[C:2]([O:4]CC)=O.[CH:11]1[CH:16]=[CH:15][C:14]([CH2:17][CH2:18][NH2:19])=[CH:13][CH:12]=1. Product: [C:14]1([CH2:17][CH2:18][NH:19][C:2](=[O:4])[C:1]([O:8][CH2:9][CH3:10])=[O:7])[CH:15]=[CH:16][CH:11]=[CH:12][CH:13]=1. The catalyst class is: 11.